Dataset: Full USPTO retrosynthesis dataset with 1.9M reactions from patents (1976-2016). Task: Predict the reactants needed to synthesize the given product. (1) Given the product [Cl:17][C:11]1[CH:10]=[C:9]([NH:8][C:6]2[N:5]=[C:4]([NH:18][CH:19]3[CH2:25][CH2:24][CH2:23][CH2:22][CH2:21][CH2:20]3)[N:3]=[C:2]([C:31]3[CH:32]=[CH:33][C:28]([O:27][CH3:26])=[CH:29][C:30]=3[O:34][CH3:35])[N:7]=2)[CH:14]=[CH:13][C:12]=1[O:15][CH3:16], predict the reactants needed to synthesize it. The reactants are: Cl[C:2]1[N:7]=[C:6]([NH:8][C:9]2[CH:14]=[CH:13][C:12]([O:15][CH3:16])=[C:11]([Cl:17])[CH:10]=2)[N:5]=[C:4]([NH:18][CH:19]2[CH2:25][CH2:24][CH2:23][CH2:22][CH2:21][CH2:20]2)[N:3]=1.[CH3:26][O:27][C:28]1[CH:33]=[CH:32][CH:31]=[C:30]([O:34][CH3:35])[CH:29]=1.[Al+3].[Cl-].[Cl-].[Cl-]. (2) Given the product [F:30][CH:29]([F:31])[CH2:28][O:1][C:2]1[C:24]([O:25][CH3:26])=[CH:23][C:5]2[C:6]3[N:11]([CH:12]([CH:14]([CH3:16])[CH3:15])[CH2:13][C:4]=2[CH:3]=1)[CH:10]=[C:9]([C:17]([O:19][CH2:20][CH3:21])=[O:18])[C:8](=[O:22])[CH:7]=3, predict the reactants needed to synthesize it. The reactants are: [OH:1][C:2]1[C:24]([O:25][CH3:26])=[CH:23][C:5]2[C:6]3[N:11]([CH:12]([CH:14]([CH3:16])[CH3:15])[CH2:13][C:4]=2[CH:3]=1)[CH:10]=[C:9]([C:17]([O:19][CH2:20][CH3:21])=[O:18])[C:8](=[O:22])[CH:7]=3.Br[CH2:28][CH:29]([F:31])[F:30].C([O-])([O-])=O.[K+].[K+]. (3) Given the product [F:44][C:41]1[CH:42]=[C:43]2[C:38](=[CH:39][CH:40]=1)[NH:37][CH:36]=[C:35]2[CH2:34][CH2:33][CH2:32][CH2:31][N:4]1[CH2:5][CH2:6][N:1]([C:7]2[CH:8]=[CH:9][C:10]([N:13]3[CH2:18][CH2:17][CH2:16][CH2:15][C:14]3=[O:19])=[CH:11][CH:12]=2)[CH2:2][CH2:3]1, predict the reactants needed to synthesize it. The reactants are: [N:1]1([C:7]2[CH:12]=[CH:11][C:10]([N:13]3[CH2:18][CH2:17][CH2:16][CH2:15][C:14]3=[O:19])=[CH:9][CH:8]=2)[CH2:6][CH2:5][NH:4][CH2:3][CH2:2]1.CC1C=CC(S(O[CH2:31][CH2:32][CH2:33][CH2:34][C:35]2[C:43]3[C:38](=[CH:39][CH:40]=[C:41]([F:44])[CH:42]=3)[NH:37][CH:36]=2)(=O)=O)=CC=1.C(=O)([O-])[O-].[K+].[K+].[I-].[K+]. (4) Given the product [CH2:1]([C:3]([C:7]1[CH:19]=[CH:18][C:10]2[N:11]=[C:12]([NH:14][C:15](=[O:17])[CH3:16])[S:13][C:9]=2[CH:8]=1)([C:22]1[C:23]2[C:28](=[C:27]([NH:29][S:30]([CH3:33])(=[O:31])=[O:32])[CH:26]=[CH:25][CH:24]=2)[NH:20][CH:21]=1)[CH2:4][CH3:5])[CH3:2], predict the reactants needed to synthesize it. The reactants are: [CH2:1]([C:3]([C:7]1[CH:19]=[CH:18][C:10]2[N:11]=[C:12]([NH:14][C:15](=[O:17])[CH3:16])[S:13][C:9]=2[CH:8]=1)(O)[CH2:4][CH3:5])[CH3:2].[NH:20]1[C:28]2[C:23](=[CH:24][CH:25]=[CH:26][C:27]=2[NH:29][S:30]([CH3:33])(=[O:32])=[O:31])[CH:22]=[CH:21]1.C(O)(C(F)(F)F)=O. (5) The reactants are: [BH4-].[Na+].[O:3]=[C:4]([C:25]1[N:26]=[C:27]([C:30]2[CH:35]=[CH:34][CH:33]=[CH:32][CH:31]=2)[S:28][CH:29]=1)[CH:5]([CH2:11][C:12]1[CH:17]=[CH:16][CH:15]=[C:14]([O:18][C:19]([F:24])([F:23])[CH:20]([F:22])[F:21])[CH:13]=1)[C:6]([O:8][CH2:9][CH3:10])=[O:7]. Given the product [OH:3][CH:4]([C:25]1[N:26]=[C:27]([C:30]2[CH:31]=[CH:32][CH:33]=[CH:34][CH:35]=2)[S:28][CH:29]=1)[CH:5]([CH2:11][C:12]1[CH:17]=[CH:16][CH:15]=[C:14]([O:18][C:19]([F:23])([F:24])[CH:20]([F:22])[F:21])[CH:13]=1)[C:6]([O:8][CH2:9][CH3:10])=[O:7], predict the reactants needed to synthesize it. (6) The reactants are: [Br:1][C:2]1[C:3](/[CH:9]=[N:10]\[S@:11]([C:13]([CH3:16])([CH3:15])[CH3:14])=[O:12])=[N:4][C:5]([Br:8])=[CH:6][CH:7]=1.[Cl-].[F:18][C:19]1[CH:20]=[C:21]([CH:24]=[CH:25][CH:26]=1)[CH2:22][Zn+]. Given the product [Br:1][C:2]1[C:3]([C@@H:9]([NH:10][S@:11]([C:13]([CH3:16])([CH3:15])[CH3:14])=[O:12])[CH2:22][C:21]2[CH:24]=[CH:25][CH:26]=[C:19]([F:18])[CH:20]=2)=[N:4][C:5]([Br:8])=[CH:6][CH:7]=1, predict the reactants needed to synthesize it.